This data is from Forward reaction prediction with 1.9M reactions from USPTO patents (1976-2016). The task is: Predict the product of the given reaction. (1) Given the reactants C(=O)([O-])O.[Na+].Cl.[NH2:7][OH:8].[CH3:9][C:10]1[N:15]=[C:14]([C:16]#[N:17])[CH:13]=[C:12]([C:18]2[CH:23]=[CH:22][C:21]([CH3:24])=[CH:20][CH:19]=2)[N:11]=1, predict the reaction product. The product is: [CH3:9][C:10]1[N:15]=[C:14]([C:16](=[N:7][OH:8])[NH2:17])[CH:13]=[C:12]([C:18]2[CH:23]=[CH:22][C:21]([CH3:24])=[CH:20][CH:19]=2)[N:11]=1. (2) The product is: [O:29]=[C:3]1[C:2]([O:30][C:31]2[CH:36]=[CH:35][CH:34]=[CH:33][CH:32]=2)=[CH:7][C:6](=[O:8])[C:5]([NH:9][C:10]2[C:19]3[C:14](=[CH:15][C:16]([O:22][CH2:23][CH2:24][O:25][CH3:26])=[C:17]([O:20][CH3:21])[CH:18]=3)[N:13]=[CH:12][C:11]=2[C:27]#[N:28])=[CH:4]1. Given the reactants Cl[C:2]1[C:3](=[O:29])[CH:4]=[C:5]([NH:9][C:10]2[C:19]3[C:14](=[CH:15][C:16]([O:22][CH2:23][CH2:24][O:25][CH3:26])=[C:17]([O:20][CH3:21])[CH:18]=3)[N:13]=[CH:12][C:11]=2[C:27]#[N:28])[C:6](=[O:8])[CH:7]=1.[O-:30][C:31]1[CH:36]=[CH:35][CH:34]=[CH:33][CH:32]=1.[Na+], predict the reaction product. (3) Given the reactants N([CH:4]([NH2:13])[C:5]1[CH:10]=[CH:9][C:8]([Br:11])=[CH:7][C:6]=1[F:12])=[N+]=[N-].[C:14]1(P(C2C=CC=CC=2)C2C=CC=CC=2)C=CC=CC=1.Cl, predict the reaction product. The product is: [F:12][C:6]1[CH:7]=[C:8]([Br:11])[CH:9]=[CH:10][C:5]=1[CH:4]([NH2:13])[CH3:14].